This data is from Reaction yield outcomes from USPTO patents with 853,638 reactions. The task is: Predict the reaction yield, written as a fraction of the theoretical maximum amount of product (1.0 means a 100% yield; for example, 0.34 means a 34% yield). The reactants are [CH3:1][O:2][C:3]1[CH:15]=[C:14](B2OC(C)(C)C(C)(C)O2)[CH:13]=[CH:12][C:4]=1[CH2:5][N:6]1[CH2:11][CH2:10][CH2:9][CH2:8][CH2:7]1.I[C:26]1[CH:39]=[N:38][C:29]2[NH:30][C:31]3[CH:36]=[N:35][C:34]([Br:37])=[CH:33][C:32]=3[C:28]=2[CH:27]=1. The catalyst is C(=O)([O-])[O-].[Na+].[Na+].CC1CCCO1.C(Cl)Cl. The product is [Br:37][C:34]1[N:35]=[CH:36][C:31]2[NH:30][C:29]3[N:38]=[CH:39][C:26]([C:14]4[CH:13]=[CH:12][C:4]([CH2:5][N:6]5[CH2:7][CH2:8][CH2:9][CH2:10][CH2:11]5)=[C:3]([O:2][CH3:1])[CH:15]=4)=[CH:27][C:28]=3[C:32]=2[CH:33]=1. The yield is 0.610.